From a dataset of Peptide-MHC class II binding affinity with 134,281 pairs from IEDB. Regression. Given a peptide amino acid sequence and an MHC pseudo amino acid sequence, predict their binding affinity value. This is MHC class II binding data. (1) The peptide sequence is MLLRKYGIAAENVID. The MHC is HLA-DPA10103-DPB10301 with pseudo-sequence HLA-DPA10103-DPB10301. The binding affinity (normalized) is 0.915. (2) The binding affinity (normalized) is 0.790. The peptide sequence is DVKFMGGGQIVGGVY. The MHC is HLA-DQA10501-DQB10301 with pseudo-sequence HLA-DQA10501-DQB10301. (3) The peptide sequence is YNAVLTHVKINDKCP. The MHC is DRB1_0301 with pseudo-sequence DRB1_0301. The binding affinity (normalized) is 0. (4) The binding affinity (normalized) is 0.734. The peptide sequence is EAKYDAYVATLSEALRIIAG. The MHC is DRB1_0701 with pseudo-sequence DRB1_0701. (5) The peptide sequence is EKKYFAATQFEPLRA. The MHC is HLA-DPA10201-DPB10501 with pseudo-sequence HLA-DPA10201-DPB10501. The binding affinity (normalized) is 1.00. (6) The peptide sequence is EAVSLLCSDKQPCNG. The MHC is DRB3_0202 with pseudo-sequence DRB3_0202. The binding affinity (normalized) is 0. (7) The peptide sequence is TASDFWGGAGSAACQ. The MHC is HLA-DPA10103-DPB10401 with pseudo-sequence HLA-DPA10103-DPB10401. The binding affinity (normalized) is 0.131. (8) The peptide sequence is MKGVERLAVMGDTAW. The MHC is HLA-DQA10501-DQB10303 with pseudo-sequence HLA-DQA10501-DQB10303. The binding affinity (normalized) is 0.461.